Dataset: NCI-60 drug combinations with 297,098 pairs across 59 cell lines. Task: Regression. Given two drug SMILES strings and cell line genomic features, predict the synergy score measuring deviation from expected non-interaction effect. (1) Drug 1: CCC1=C2CN3C(=CC4=C(C3=O)COC(=O)C4(CC)O)C2=NC5=C1C=C(C=C5)O. Drug 2: CS(=O)(=O)OCCCCOS(=O)(=O)C. Cell line: HS 578T. Synergy scores: CSS=15.9, Synergy_ZIP=-9.77, Synergy_Bliss=-1.13, Synergy_Loewe=-3.31, Synergy_HSA=1.14. (2) Drug 1: C1=CC(=CC=C1CCCC(=O)O)N(CCCl)CCCl. Drug 2: C#CCC(CC1=CN=C2C(=N1)C(=NC(=N2)N)N)C3=CC=C(C=C3)C(=O)NC(CCC(=O)O)C(=O)O. Cell line: U251. Synergy scores: CSS=21.5, Synergy_ZIP=-14.0, Synergy_Bliss=-11.8, Synergy_Loewe=-9.98, Synergy_HSA=-9.92.